This data is from Full USPTO retrosynthesis dataset with 1.9M reactions from patents (1976-2016). The task is: Predict the reactants needed to synthesize the given product. (1) Given the product [C:1]([CH:3]1[CH2:8][CH2:7][N:6]([C:9]([O:11][C:12]([CH3:15])([CH3:14])[CH3:13])=[O:10])[CH2:5][CH2:4]1)#[CH:16], predict the reactants needed to synthesize it. The reactants are: [CH:1]([CH:3]1[CH2:8][CH2:7][N:6]([C:9]([O:11][C:12]([CH3:15])([CH3:14])[CH3:13])=[O:10])[CH2:5][CH2:4]1)=O.[C:16](=O)([O-])[O-].[K+].[K+].O. (2) Given the product [Br:20][C:8]1[C:9]2[S:13][C:12]([CH:14]3[CH2:16][CH2:15]3)=[N:11][C:10]=2[CH:17]=[C:18]([CH3:19])[C:7]=1[CH:23]=[CH2:24], predict the reactants needed to synthesize it. The reactants are: FC(F)(F)S(O[C:7]1[C:18]([CH3:19])=[CH:17][C:10]2[N:11]=[C:12]([CH:14]3[CH2:16][CH2:15]3)[S:13][C:9]=2[C:8]=1[Br:20])(=O)=O.[CH2:23](C([Sn])=C(CCCC)CCCC)[CH2:24]CC.[Li+].[Cl-].